The task is: Predict the product of the given reaction.. This data is from Forward reaction prediction with 1.9M reactions from USPTO patents (1976-2016). (1) Given the reactants [F:1][C:2]([F:12])([F:11])[C:3]1[CH:10]=[CH:9][CH:8]=[CH:7][C:4]=1[CH:5]=O.CO[CH:15](OC)[CH2:16][NH2:17], predict the reaction product. The product is: [F:1][C:2]([F:12])([F:11])[C:3]1[CH:10]=[CH:9][CH:8]=[C:7]2[C:4]=1[CH:5]=[N:17][CH:16]=[CH:15]2. (2) Given the reactants [C:1]1([NH:7][C:8]2[C:16]3[C:11](=[N:12][CH:13]=[N:14][C:15]=3[NH2:17])[NH:10][N:9]=2)[CH:6]=[CH:5][CH:4]=[CH:3][CH:2]=1.C(=O)([O-])[O-].[K+].[K+].[CH:24]1(Br)[CH2:27][CH2:26][CH2:25]1, predict the reaction product. The product is: [CH:24]1([N:10]2[C:11]3=[N:12][CH:13]=[N:14][C:15]([NH2:17])=[C:16]3[C:8]([NH:7][C:1]3[CH:2]=[CH:3][CH:4]=[CH:5][CH:6]=3)=[N:9]2)[CH2:27][CH2:26][CH2:25]1. (3) The product is: [Cl:1][C:2]1[CH:8]=[C:7]([O:9][C:10]2[C:19]3[C:14](=[CH:15][C:16]([O:22][CH3:23])=[C:17]([O:20][CH3:21])[CH:18]=3)[N:13]=[CH:12][N:11]=2)[CH:6]=[CH:5][C:3]=1[NH:4][C:33]([NH:32][C:27]1[CH:28]=[CH:29][CH:30]=[CH:31][C:26]=1[O:25][CH3:24])=[O:34]. Given the reactants [Cl:1][C:2]1[CH:8]=[C:7]([O:9][C:10]2[C:19]3[C:14](=[CH:15][C:16]([O:22][CH3:23])=[C:17]([O:20][CH3:21])[CH:18]=3)[N:13]=[CH:12][N:11]=2)[CH:6]=[CH:5][C:3]=1[NH2:4].[CH3:24][O:25][C:26]1[CH:31]=[CH:30][CH:29]=[CH:28][C:27]=1[N:32]=[C:33]=[O:34].CO, predict the reaction product. (4) Given the reactants [CH3:1][C:2]1[S:3][CH:4]=[C:5]([CH2:7][CH2:8][O:9][C:10]2[CH:15]=[CH:14][C:13]([N+:16]([O-])=O)=[CH:12][CH:11]=2)[N:6]=1.[H][H], predict the reaction product. The product is: [CH3:1][C:2]1[S:3][CH:4]=[C:5]([CH2:7][CH2:8][O:9][C:10]2[CH:15]=[CH:14][C:13]([NH2:16])=[CH:12][CH:11]=2)[N:6]=1. (5) Given the reactants Br[C:2]1[CH:3]=[CH:4][C:5](=[O:11])[N:6]([CH2:8][CH2:9][OH:10])[CH:7]=1.[S:12]1[CH:16]=[CH:15][CH:14]=[C:13]1B(O)O.C(=O)([O-])[O-].[K+].[K+].O1CCOCC1, predict the reaction product. The product is: [OH:10][CH2:9][CH2:8][N:6]1[CH:7]=[C:2]([C:13]2[S:12][CH:16]=[CH:15][CH:14]=2)[CH:3]=[CH:4][C:5]1=[O:11]. (6) The product is: [F:1][C:2]1[CH:7]=[C:6]([F:8])[C:5]([F:9])=[CH:4][C:3]=1[C:10]1[CH:11]=[CH:12][C:13]([O:16][CH2:18][C:19]2[C:27]3[O:26][N:25]=[C:24]([O:28][C:29]([C:30]4[CH:35]=[CH:34][CH:33]=[CH:32][CH:31]=4)([C:42]4[CH:43]=[CH:44][CH:45]=[CH:46][CH:47]=4)[C:36]4[CH:41]=[CH:40][CH:39]=[CH:38][CH:37]=4)[C:23]=3[CH:22]=[CH:21][CH:20]=2)=[CH:14][CH:15]=1. Given the reactants [F:1][C:2]1[CH:7]=[C:6]([F:8])[C:5]([F:9])=[CH:4][C:3]=1[C:10]1[CH:15]=[CH:14][C:13]([OH:16])=[CH:12][CH:11]=1.Br[CH2:18][C:19]1[C:27]2[O:26][N:25]=[C:24]([O:28][C:29]([C:42]3[CH:47]=[CH:46][CH:45]=[CH:44][CH:43]=3)([C:36]3[CH:41]=[CH:40][CH:39]=[CH:38][CH:37]=3)[C:30]3[CH:35]=[CH:34][CH:33]=[CH:32][CH:31]=3)[C:23]=2[CH:22]=[CH:21][CH:20]=1.C(=O)([O-])[O-].[K+].[K+], predict the reaction product.